This data is from Forward reaction prediction with 1.9M reactions from USPTO patents (1976-2016). The task is: Predict the product of the given reaction. (1) The product is: [C:25]([O:24][C:21]1[CH:52]=[C:35]([CH:34]=[CH:33][CH:22]=1)[C:36]1[C:45](=[O:46])[C:44]2[C:39](=[C:40]([CH3:51])[C:41]([O:47][C:48](=[O:50])[CH3:49])=[CH:42][CH:43]=2)[O:38][CH:37]=1)(=[O:27])[CH3:26]. Given the reactants OC1C=C(C=CC=1)C1C(=O)C2C(=C(C)C(O)=CC=2)OC=1.[C:21]([O:24][C:25](=[O:27])[CH3:26])(=O)[CH3:22].C(OC1C=[CH:52][C:35]([C:36]2[C:45](=[O:46])[C:44]3[C:39](=[C:40]([CH3:51])[C:41]([O:47][C:48](=[O:50])[CH3:49])=[CH:42][CH:43]=3)[O:38][CH:37]=2)=[CH:34][CH:33]=1)(=O)C, predict the reaction product. (2) Given the reactants Cl[C:2]1[CH:3]=[CH:4][N:5]2[C:10]([C:11]=1[CH3:12])=[C:9]([CH:13]1[CH2:15][CH2:14]1)[CH:8]=[C:7]([C:16]([O:18][CH3:19])=[O:17])[C:6]2=[O:20].CC1(C)C(C)(C)OB([C:29]2[CH:30]=[CH:31][C:32]([N:35]3[CH2:40][CH2:39][N:38]([C:41]([O:43][C:44]([CH3:47])([CH3:46])[CH3:45])=[O:42])[CH2:37][CH2:36]3)=[N:33][CH:34]=2)O1, predict the reaction product. The product is: [C:44]([O:43][C:41]([N:38]1[CH2:39][CH2:40][N:35]([C:32]2[N:33]=[CH:34][C:29]([C:2]3[CH:3]=[CH:4][N:5]4[C:10]([C:11]=3[CH3:12])=[C:9]([CH:13]3[CH2:15][CH2:14]3)[CH:8]=[C:7]([C:16]([O:18][CH3:19])=[O:17])[C:6]4=[O:20])=[CH:30][CH:31]=2)[CH2:36][CH2:37]1)=[O:42])([CH3:47])([CH3:45])[CH3:46]. (3) Given the reactants [C:1](=O)([O-])[O-].[K+].[K+].Cl.CN1C(C2C=CN=C(NC3C=CC(S(=O)(=O)NC[CH2:30][O:31][CH2:32][CH2:33]OC)=CC=3)N=2)=CN=C1C.[Br:39][C:40]1[CH:45]=[CH:44][C:43](S)=[CH:42][CH:41]=1.O[O:48][S:49]([O-:51])=O.[K+], predict the reaction product. The product is: [CH3:30][O:31][CH2:32][CH2:33][CH2:1][S:49]([C:43]1[CH:44]=[CH:45][C:40]([Br:39])=[CH:41][CH:42]=1)(=[O:51])=[O:48]. (4) Given the reactants Br[CH2:2][CH:3]=[CH:4][C:5]([OH:7])=[O:6].[CH3:8][NH:9][CH3:10].C(Cl)CCl, predict the reaction product. The product is: [CH3:8][N:9]([CH3:10])[CH2:2][CH:3]=[CH:4][C:5]([OH:7])=[O:6]. (5) Given the reactants Br[C:2]1[CH:16]=[C:15]([Cl:17])[CH:14]=[CH:13][C:3]=1[O:4][CH2:5][C:6]([O:8][C:9]([CH3:12])([CH3:11])[CH3:10])=[O:7].[CH2:18]([S:20][C:21]1[CH:26]=[CH:25][C:24](B(O)O)=[CH:23][CH:22]=1)[CH3:19].[F-].[Cs+], predict the reaction product. The product is: [Cl:17][C:15]1[CH:14]=[CH:13][C:3]([O:4][CH2:5][C:6]([O:8][C:9]([CH3:12])([CH3:11])[CH3:10])=[O:7])=[C:2]([C:24]2[CH:25]=[CH:26][C:21]([S:20][CH2:18][CH3:19])=[CH:22][CH:23]=2)[CH:16]=1. (6) Given the reactants [NH2:1][C:2]1[CH:7]=[C:6]([O:8][CH3:9])[C:5]([O:10][CH3:11])=[CH:4][C:3]=1[C:12]([C:14]1[CH:19]=[CH:18][C:17]([CH:20]([CH3:22])[CH3:21])=[CH:16][CH:15]=1)=O.[O-:23][C:24]#[N:25].[Na+], predict the reaction product. The product is: [CH:3]1([CH2:12][N:1]2[C:2]3[C:3](=[CH:4][C:5]([O:10][CH3:11])=[C:6]([O:8][CH3:9])[CH:7]=3)[C:12]([C:14]3[CH:19]=[CH:18][C:17]([CH:20]([CH3:22])[CH3:21])=[CH:16][CH:15]=3)=[N:25][C:24]2=[O:23])[CH2:4][CH2:5][CH2:6][CH2:7][CH2:2]1.